Dataset: Forward reaction prediction with 1.9M reactions from USPTO patents (1976-2016). Task: Predict the product of the given reaction. (1) Given the reactants [CH2:1]1[C:4]2([CH2:7][CH2:6][CH2:5]2)[CH2:3][C:2]1([C:14]([O:16]C(C)C)=[O:15])[C:8]([O:10]C(C)C)=[O:9].[OH-].[Na+], predict the reaction product. The product is: [CH2:1]1[C:4]2([CH2:5][CH2:6][CH2:7]2)[CH2:3][C:2]1([C:14]([OH:16])=[O:15])[C:8]([OH:10])=[O:9]. (2) Given the reactants [Cl:1][C:2]1[CH:3]=[N:4][C:5]2[CH2:6][CH2:7][NH:8][CH2:9][C:10]=2[CH:11]=1.Cl[C:13]1[N:18]=[C:17]([N:19]2[CH2:23][CH2:22][C@@H:21]([F:24])[CH2:20]2)[C:16]([N+:25]([O-:27])=[O:26])=[C:15]([CH3:28])[CH:14]=1.[CH3:29]C#N, predict the reaction product. The product is: [Cl:1][C:2]1[CH:3]=[N:4][C:5]2[CH2:6][CH2:7][N:8]([C:13]3([CH3:29])[CH:14]=[C:15]([CH3:28])[C:16]([N+:25]([O-:27])=[O:26])=[C:17]([N:19]4[CH2:23][CH2:22][C@@H:21]([F:24])[CH2:20]4)[NH:18]3)[CH2:9][C:10]=2[CH:11]=1.